Predict which catalyst facilitates the given reaction. From a dataset of Catalyst prediction with 721,799 reactions and 888 catalyst types from USPTO. (1) Reactant: Br[C:2]1[C:11]2[C:6](=[CH:7][CH:8]=[CH:9][CH:10]=2)[N:5]=[C:4]([NH:12][CH2:13][CH2:14][N:15]([CH2:18][CH3:19])[CH2:16][CH3:17])[CH:3]=1.[B:20]1(B2OC(C)(C)C(C)(C)O2)[O:24]C(C)(C)C(C)(C)[O:21]1.C([O-])(=O)C.[K+]. Product: [CH2:16]([N:15]([CH2:18][CH3:19])[CH2:14][CH2:13][NH:12][C:4]1[CH:3]=[C:2]([B:20]([OH:24])[OH:21])[C:11]2[C:6](=[CH:7][CH:8]=[CH:9][CH:10]=2)[N:5]=1)[CH3:17]. The catalyst class is: 140. (2) Reactant: C(=O)([O-])[O-].[K+].[K+].Cl.[C:8]([O:11][CH2:12][C:13]1[CH:14]=[C:15]2[C:20](=[CH:21][C:22]=1[CH3:23])[N:19]=[C:18]([CH3:24])[NH:17][C:16]2=[O:25])(=[O:10])[CH3:9].[C:26]([O:32][CH2:33]Cl)(=[O:31])[C:27]([CH3:30])([CH3:29])[CH3:28].O. The catalyst class is: 16. Product: [C:26]([O:32][CH2:33][N:17]1[C:16](=[O:25])[C:15]2[C:20](=[CH:21][C:22]([CH3:23])=[C:13]([CH2:12][O:11][C:8](=[O:10])[CH3:9])[CH:14]=2)[N:19]=[C:18]1[CH3:24])(=[O:31])[C:27]([CH3:30])([CH3:29])[CH3:28]. (3) The catalyst class is: 232. Reactant: Cl[C:2]1[CH:3]=[C:4]([N:20]([CH:30]2[CH2:32][CH2:31]2)CC2C=CC(OC)=CC=2)[C:5]2[N:6]([C:8]([C:11]([NH:13][C:14]3[CH:19]=[CH:18][N:17]=[CH:16][N:15]=3)=[O:12])=[CH:9][N:10]=2)[N:7]=1.[NH2:33][C@H:34]1[CH2:39][CH2:38][C@H:37]([NH2:40])[CH2:36][CH2:35]1.[N:41]([C:44]1[CH:45]=[N:46][CH:47]=[CH:48][CH:49]=1)=[C:42]=[O:43].C(O)(C(F)(F)F)=O. Product: [CH:30]1([NH:20][C:4]2[C:5]3[N:6]([C:8]([C:11]([NH:13][C:14]4[CH:19]=[CH:18][N:17]=[CH:16][N:15]=4)=[O:12])=[CH:9][N:10]=3)[N:7]=[C:2]([NH:33][C@H:34]3[CH2:39][CH2:38][C@H:37]([NH:40][C:42]([NH:41][C:44]4[CH:45]=[N:46][CH:47]=[CH:48][CH:49]=4)=[O:43])[CH2:36][CH2:35]3)[CH:3]=2)[CH2:31][CH2:32]1. (4) Reactant: [OH:1][CH:2]([CH3:6])[C:3]([OH:5])=[O:4].S(=O)(=O)(O)O.[C:12](O)(=[O:14])[CH3:13]. Product: [C:12]([O:1][CH:2]([CH3:6])[C:3]([OH:5])=[O:4])(=[O:14])[CH3:13]. The catalyst class is: 11. (5) Reactant: C[Al](C)C.[CH3:5][C@H:6]1[NH:11][C@@H:10]([CH3:12])[CH2:9][N:8]([C:13]2[CH:23]=[CH:22][C:16]([C:17]([O:19]CC)=O)=[CH:15][CH:14]=2)[CH2:7]1.[CH3:24][O:25][C:26]1[CH:27]=[C:28]([CH2:34][O:35][C:36]2[CH:37]=[C:38]([NH2:41])[NH:39][N:40]=2)[CH:29]=[C:30]([O:32][CH3:33])[CH:31]=1. Product: [CH3:33][O:32][C:30]1[CH:29]=[C:28]([CH2:34][O:35][C:36]2[CH:37]=[C:38]([NH:41][C:17](=[O:19])[C:16]3[CH:15]=[CH:14][C:13]([N:8]4[CH2:9][C@H:10]([CH3:12])[NH:11][C@H:6]([CH3:5])[CH2:7]4)=[CH:23][CH:22]=3)[NH:39][N:40]=2)[CH:27]=[C:26]([O:25][CH3:24])[CH:31]=1. The catalyst class is: 11. (6) Reactant: [OH-].[Na+].[CH3:3][NH:4][CH2:5][CH2:6][CH2:7][O:8][C:9]1[CH:14]=[CH:13][C:12]([C:15]2[CH:20]=[CH:19][C:18]([C:21]([O:23]CC)=[O:22])=[CH:17][CH:16]=2)=[CH:11][C:10]=1[C:26]1[CH:35]=[CH:34][C:33]2[C:32]([CH3:37])([CH3:36])[CH2:31][CH2:30][C:29]([CH3:39])([CH3:38])[C:28]=2[CH:27]=1. Product: [CH3:3][NH:4][CH2:5][CH2:6][CH2:7][O:8][C:9]1[CH:14]=[CH:13][C:12]([C:15]2[CH:20]=[CH:19][C:18]([C:21]([OH:23])=[O:22])=[CH:17][CH:16]=2)=[CH:11][C:10]=1[C:26]1[CH:35]=[CH:34][C:33]2[C:32]([CH3:37])([CH3:36])[CH2:31][CH2:30][C:29]([CH3:39])([CH3:38])[C:28]=2[CH:27]=1. The catalyst class is: 7. (7) The catalyst class is: 41. Product: [OH2:3].[CH3:1][S:2]([OH:5])(=[O:4])=[O:3].[C:6]([C@H:9]1[O:14][CH2:13][C@H:12]([NH:15][C:16]([C@@H:18]2[NH:32][C:31]3([CH2:33][CH2:34][C:35]([CH3:39])([CH3:38])[CH2:36][CH2:37]3)[C@:20]3([C:28]4[C:23](=[CH:24][C:25]([Cl:29])=[CH:26][CH:27]=4)[NH:22][C:21]3=[O:30])[C@H:19]2[C:40]2[CH:45]=[CH:44][N:43]=[C:42]([Cl:46])[C:41]=2[F:47])=[O:17])[CH2:11][CH2:10]1)(=[O:8])[NH2:7]. Reactant: [CH3:1][S:2]([OH:5])(=[O:4])=[O:3].[C:6]([C@H:9]1[O:14][CH2:13][C@H:12]([NH:15][C:16]([C@@H:18]2[NH:32][C:31]3([CH2:37][CH2:36][C:35]([CH3:39])([CH3:38])[CH2:34][CH2:33]3)[C@:20]3([C:28]4[C:23](=[CH:24][C:25]([Cl:29])=[CH:26][CH:27]=4)[NH:22][C:21]3=[O:30])[C@H:19]2[C:40]2[CH:45]=[CH:44][N:43]=[C:42]([Cl:46])[C:41]=2[F:47])=[O:17])[CH2:11][CH2:10]1)(=[O:8])[NH2:7]. (8) Reactant: [C:1]([O:5][C:6]([N:8]1[CH2:13][CH2:12][NH:11][CH2:10][CH2:9]1)=[O:7])([CH3:4])([CH3:3])[CH3:2].O.[C:15]1(=O)[CH2:18][CH2:17][CH2:16]1.C([BH3-])#N.[Na+]. Product: [C:1]([O:5][C:6]([N:8]1[CH2:13][CH2:12][N:11]([CH:15]2[CH2:18][CH2:17][CH2:16]2)[CH2:10][CH2:9]1)=[O:7])([CH3:4])([CH3:2])[CH3:3]. The catalyst class is: 559.